Dataset: Full USPTO retrosynthesis dataset with 1.9M reactions from patents (1976-2016). Task: Predict the reactants needed to synthesize the given product. (1) Given the product [CH3:10][N:11]1[CH2:16][CH2:15][N:14]([C:2]2[CH:3]=[C:4]([CH:7]=[CH:8][CH:9]=2)[C:5]#[N:6])[CH2:13][CH2:12]1, predict the reactants needed to synthesize it. The reactants are: F[C:2]1[CH:3]=[C:4]([CH:7]=[CH:8][CH:9]=1)[C:5]#[N:6].[CH3:10][N:11]1[CH2:16][CH2:15][NH:14][CH2:13][CH2:12]1. (2) The reactants are: [ClH:1].[Cl:2][C:3]1[CH:8]=[CH:7][C:6](/[CH:9]=[CH:10]/[CH:11]=[CH:12]/[C:13]([N:15]2[CH2:20][CH2:19][N:18]([CH2:21][CH:22]3[CH2:27][CH2:26][CH:25]([CH2:28][N:29]4[CH2:34][CH2:33][N:32]([C:35](=[O:47])/[CH:36]=[CH:37]/[CH:38]=[CH:39]/[C:40]5[CH:45]=[CH:44][C:43]([Cl:46])=[CH:42][CH:41]=5)[CH2:31][CH2:30]4)[CH2:24][CH2:23]3)[CH2:17][CH2:16]2)=[O:14])=[CH:5][CH:4]=1. Given the product [ClH:2].[ClH:1].[Cl:46][C:43]1[CH:42]=[CH:41][C:40](/[CH:39]=[CH:38]/[CH:37]=[CH:36]/[C:35]([N:32]2[CH2:33][CH2:34][N:29]([CH2:28][CH:25]3[CH2:26][CH2:27][CH:22]([CH2:21][N:18]4[CH2:19][CH2:20][N:15]([C:13](=[O:14])/[CH:12]=[CH:11]/[CH:10]=[CH:9]/[C:6]5[CH:5]=[CH:4][C:3]([Cl:2])=[CH:8][CH:7]=5)[CH2:16][CH2:17]4)[CH2:23][CH2:24]3)[CH2:30][CH2:31]2)=[O:47])=[CH:45][CH:44]=1, predict the reactants needed to synthesize it. (3) Given the product [Cl:1][C:2]1[CH:23]=[CH:22][C:5]([CH2:6][NH:7][C:8]([C:10]2[C:11](=[O:21])[C:12]3[S:19][C:18]([C:26]#[C:25][CH2:24][OH:27])=[CH:17][C:13]=3[N:14]([CH3:16])[CH:15]=2)=[O:9])=[CH:4][CH:3]=1, predict the reactants needed to synthesize it. The reactants are: [Cl:1][C:2]1[CH:23]=[CH:22][C:5]([CH2:6][NH:7][C:8]([C:10]2[C:11](=[O:21])[C:12]3[S:19][C:18](I)=[CH:17][C:13]=3[N:14]([CH3:16])[CH:15]=2)=[O:9])=[CH:4][CH:3]=1.[CH2:24]([OH:27])[C:25]#[CH:26]. (4) Given the product [CH2:24]([C:8]([C:5]1[CH:6]=[CH:7][C:2]([C:28]#[N:29])=[CH:3][CH:4]=1)=[C:9]([C:10]1[CH:11]=[CH:12][C:13]([OH:16])=[CH:14][CH:15]=1)[C:17]1[CH:22]=[CH:21][C:20]([OH:23])=[CH:19][CH:18]=1)[CH2:25][CH2:26][CH3:27], predict the reactants needed to synthesize it. The reactants are: Br[C:2]1[CH:7]=[CH:6][C:5]([C:8]([CH2:24][CH2:25][CH2:26][CH3:27])=[C:9]([C:17]2[CH:22]=[CH:21][C:20]([OH:23])=[CH:19][CH:18]=2)[C:10]2[CH:15]=[CH:14][C:13]([OH:16])=[CH:12][CH:11]=2)=[CH:4][CH:3]=1.[C:28]([Cu])#[N:29].